This data is from Catalyst prediction with 721,799 reactions and 888 catalyst types from USPTO. The task is: Predict which catalyst facilitates the given reaction. Reactant: [I:1][C:2]1[C:3]2[CH:10]=[CH:9][NH:8][C:4]=2[N:5]=[CH:6][N:7]=1.[H-].[Na+].Cl[CH2:14][O:15][CH2:16][CH2:17][Si:18]([CH3:21])([CH3:20])[CH3:19].O. Product: [I:1][C:2]1[C:3]2[CH:10]=[CH:9][N:8]([CH2:14][O:15][CH2:16][CH2:17][Si:18]([CH3:21])([CH3:20])[CH3:19])[C:4]=2[N:5]=[CH:6][N:7]=1. The catalyst class is: 3.